From a dataset of Forward reaction prediction with 1.9M reactions from USPTO patents (1976-2016). Predict the product of the given reaction. (1) Given the reactants FC(F)(F)C([NH:5][C:6]1[CH:11]=[CH:10][C:9]([CH2:12][CH:13]2[CH2:18][CH2:17][N:16]([S:19]([C:22]3[CH:27]=[CH:26][CH:25]=[CH:24][CH:23]=3)(=[O:21])=[O:20])[CH2:15][CH2:14]2)=[CH:8][CH:7]=1)=O.[OH-].[Li+], predict the reaction product. The product is: [C:22]1([S:19]([N:16]2[CH2:17][CH2:18][CH:13]([CH2:12][C:9]3[CH:8]=[CH:7][C:6]([NH2:5])=[CH:11][CH:10]=3)[CH2:14][CH2:15]2)(=[O:20])=[O:21])[CH:27]=[CH:26][CH:25]=[CH:24][CH:23]=1. (2) Given the reactants [CH3:1][N:2]1[CH:6]=[C:5]([C:7]2[CH:30]=[CH:29][C:10]3[N:11]([C:14]4[CH:15]=[C:16]([NH:25]C(=O)C)[CH:17]=[C:18]([N:20]5[CH:24]=[CH:23][CH:22]=[N:21]5)[CH:19]=4)[CH:12]=[N:13][C:9]=3[CH:8]=2)[CH:4]=[N:3]1.[CH:31]1([S:34](Cl)(=[O:36])=[O:35])[CH2:33][CH2:32]1, predict the reaction product. The product is: [CH3:1][N:2]1[CH:6]=[C:5]([C:7]2[CH:30]=[CH:29][C:10]3[N:11]([C:14]4[CH:15]=[C:16]([NH:25][S:34]([CH:31]5[CH2:33][CH2:32]5)(=[O:36])=[O:35])[CH:17]=[C:18]([N:20]5[CH:24]=[CH:23][CH:22]=[N:21]5)[CH:19]=4)[CH:12]=[N:13][C:9]=3[CH:8]=2)[CH:4]=[N:3]1. (3) Given the reactants Br[C:2]1[CH:3]=[N:4][C:5]2[N:6]([N:8]=[C:9]([C:11]([CH3:14])([CH3:13])[CH3:12])[CH:10]=2)[CH:7]=1.[C:15]([C:17]1[CH:22]=[CH:21][N:20]=[CH:19][CH:18]=1)#[CH:16], predict the reaction product. The product is: [C:11]([C:9]1[CH:10]=[C:5]2[N:4]=[CH:3][C:2]([C:16]#[C:15][C:17]3[CH:22]=[CH:21][N:20]=[CH:19][CH:18]=3)=[CH:7][N:6]2[N:8]=1)([CH3:14])([CH3:13])[CH3:12]. (4) Given the reactants [CH3:1][NH:2][C:3]([C:5]1[C:6]([CH3:11])=[CH:7][CH:8]=[CH:9][CH:10]=1)=[O:4].[Li]CCCC.[C:17]1([O:23][CH3:24])[CH:22]=[CH:21][CH:20]=[CH:19][CH:18]=1.C(=O)=O.CC(C)=O.[Cl-].[NH4+], predict the reaction product. The product is: [CH3:24][O:23][C:17]1[CH:22]=[CH:21][C:20]([C:1]2[NH:2][C:3](=[O:4])[C:5]3[C:6]([CH:11]=2)=[CH:7][CH:8]=[CH:9][CH:10]=3)=[CH:19][CH:18]=1.